Dataset: Forward reaction prediction with 1.9M reactions from USPTO patents (1976-2016). Task: Predict the product of the given reaction. (1) The product is: [F:11][C:8]1[CH:9]=[CH:10][C:5]2[N:6]([C:2]([N:13]([CH3:12])[CH2:14][CH2:15][N:16]([CH3:18])[CH3:17])=[N:3][N:4]=2)[CH:7]=1. Given the reactants Cl[C:2]1[N:6]2[CH:7]=[C:8]([F:11])[CH:9]=[CH:10][C:5]2=[N:4][N:3]=1.[CH3:12][NH:13][CH2:14][CH2:15][N:16]([CH3:18])[CH3:17].N, predict the reaction product. (2) Given the reactants [CH2:1](Br)[C:2]1[CH:7]=[CH:6][CH:5]=[CH:4][CH:3]=1.[N:9]1[CH:14]=[CH:13][C:12]([CH2:15][CH2:16][OH:17])=[CH:11][CH:10]=1.[BH4-].[Na+], predict the reaction product. The product is: [C:2]1([CH2:1][N:9]2[CH2:10][CH:11]=[C:12]([CH2:15][CH2:16][OH:17])[CH2:13][CH2:14]2)[CH:7]=[CH:6][CH:5]=[CH:4][CH:3]=1. (3) The product is: [NH:12]1[C:13]2[C:9](=[C:8]([C:6]3[CH:7]=[C:2]([NH:30][C:29]4[CH:28]=[CH:27][C:26]([S:23]([CH3:22])(=[O:25])=[O:24])=[CH:32][CH:31]=4)[C:3]4[CH:19]=[N:18][N:17]([CH3:20])[C:4]=4[N:5]=3)[CH:16]=[CH:15][CH:14]=2)[CH:10]=[N:11]1. Given the reactants Cl[C:2]1[CH:7]=[C:6]([C:8]2[CH:16]=[CH:15][CH:14]=[C:13]3[C:9]=2[CH:10]=[N:11][NH:12]3)[N:5]=[C:4]2[N:17]([CH3:20])[N:18]=[CH:19][C:3]=12.Cl.[CH3:22][S:23]([C:26]1[CH:32]=[CH:31][C:29]([NH2:30])=[CH:28][CH:27]=1)(=[O:25])=[O:24].C(=O)([O-])[O-].[Cs+].[Cs+], predict the reaction product. (4) Given the reactants C1(P(C2C=CC=CC=2)(C2C=CC=CC=2)=[CH:8][C:9]([O:11][C:12]([CH3:15])([CH3:14])[CH3:13])=[O:10])C=CC=CC=1.[CH:28]1[C:37]2[C:32](=[CH:33][CH:34]=[CH:35][CH:36]=2)[CH:31]=[CH:30][C:29]=1[CH:38]=O, predict the reaction product. The product is: [CH:28]1[C:37]2[C:32](=[CH:33][CH:34]=[CH:35][CH:36]=2)[CH:31]=[CH:30][C:29]=1[CH:38]=[CH:8][C:9]([O:11][C:12]([CH3:15])([CH3:14])[CH3:13])=[O:10]. (5) Given the reactants [CH3:1][O:2][C:3]1[CH:4]=[CH:5][C:6]([CH:10]2[CH2:19][CH2:18][C:17]3[C:12](=[CH:13][CH:14]=[C:15]([O:20][CH3:21])[CH:16]=3)[CH2:11]2)=[C:7]([NH2:9])[CH:8]=1.[C:22](OC(=O)C)(=[O:24])[CH3:23].C(=O)(O)[O-].[Na+], predict the reaction product. The product is: [CH3:1][O:2][C:3]1[CH:4]=[CH:5][C:6]([CH:10]2[CH2:19][CH2:18][C:17]3[C:12](=[CH:13][CH:14]=[C:15]([O:20][CH3:21])[CH:16]=3)[CH2:11]2)=[C:7]([NH:9][C:22](=[O:24])[CH3:23])[CH:8]=1.